Dataset: Full USPTO retrosynthesis dataset with 1.9M reactions from patents (1976-2016). Task: Predict the reactants needed to synthesize the given product. (1) Given the product [Cl:16][C:17]1[CH:22]=[C:21]([CH2:23][CH2:15][C@H:9]2[C:10]3[C:5](=[CH:4][C:3]([O:2][CH3:1])=[C:12]([O:13][CH3:14])[CH:11]=3)[CH2:6][CH2:7][NH:8]2)[CH:20]=[CH:19][C:18]=1[CH3:25], predict the reactants needed to synthesize it. The reactants are: [CH3:1][O:2][C:3]1[CH:4]=[C:5]2[C:10](=[CH:11][C:12]=1[O:13][CH3:14])[C:9]([CH3:15])=[N:8][CH2:7][CH2:6]2.[Cl:16][C:17]1[CH:22]=[C:21]([CH2:23]Cl)[CH:20]=[CH:19][C:18]=1[CH3:25]. (2) Given the product [C:1]([O:5][C:6](=[O:13])[C@H:7]([CH2:9][CH:10]1[CH2:12][CH2:11]1)[NH:8][CH:14]=[O:15])([CH3:4])([CH3:2])[CH3:3], predict the reactants needed to synthesize it. The reactants are: [C:1]([O:5][C:6](=[O:13])[C@H:7]([CH2:9][CH:10]1[CH2:12][CH2:11]1)[NH2:8])([CH3:4])([CH3:3])[CH3:2].[CH:14](OCC#N)=[O:15]. (3) Given the product [Cl:20][C:21]1[C:29]([C:30]([F:33])([F:32])[F:31])=[CH:28][CH:27]=[CH:26][C:22]=1[C:23]([N:13]1[CH:14]=[CH:15][C:16]2[N:8]([C:5]3[CH:4]=[CH:3][C:2]([F:1])=[CH:7][N:6]=3)[CH:9]=[N:10][C:11]=2[CH:12]1[CH3:17])=[O:24], predict the reactants needed to synthesize it. The reactants are: [F:1][C:2]1[CH:3]=[CH:4][C:5]([N:8]2[C:16]3[CH:15]=[CH:14][N:13]=[CH:12][C:11]=3[N:10]=[CH:9]2)=[N:6][CH:7]=1.[CH3:17][Mg+].[Br-].[Cl:20][C:21]1[C:29]([C:30]([F:33])([F:32])[F:31])=[CH:28][CH:27]=[CH:26][C:22]=1[C:23](Cl)=[O:24].[NH4+].[Cl-]. (4) Given the product [Cl:1][C:2]1[C:11]2[C:6](=[CH:7][CH:8]=[C:9]([C:12]([C:23]3[N:27]([CH3:28])[CH:26]=[N:25][CH:24]=3)([C:13]3[CH:18]=[CH:17][N:16]=[C:15]([C:19]([F:22])([F:20])[F:21])[CH:14]=3)[OH:29])[CH:10]=2)[N:5]=[C:4]([O:30][CH3:31])[C:3]=1[O:32][CH2:36][CH:33]1[CH2:35][CH2:34]1, predict the reactants needed to synthesize it. The reactants are: [Cl:1][C:2]1[C:11]2[C:6](=[CH:7][CH:8]=[C:9]([C:12]([OH:29])([C:23]3[N:27]([CH3:28])[CH:26]=[N:25][CH:24]=3)[C:13]3[CH:18]=[CH:17][N:16]=[C:15]([C:19]([F:22])([F:21])[F:20])[CH:14]=3)[CH:10]=2)[N:5]=[C:4]([O:30][CH3:31])[C:3]=1[OH:32].[CH:33]1([CH2:36]O)[CH2:35][CH2:34]1. (5) Given the product [N:14]1[CH:13]=[CH:12][C:11]([C:7]2[CH:8]=[CH:9][CH:10]=[C:4]([NH2:1])[C:5]=2[NH2:6])=[CH:16][CH:15]=1, predict the reactants needed to synthesize it. The reactants are: [N+:1]([C:4]1[CH:10]=[CH:9][CH:8]=[C:7]([C:11]2[CH:16]=[CH:15][N:14]=[CH:13][CH:12]=2)[C:5]=1[NH2:6])([O-])=O. (6) Given the product [CH2:22]([O:20][C:18](=[O:21])[CH2:19][N:16]1[C:12]2[C:11]3[CH:10]=[C:9]([CH3:14])[CH:8]=[CH:7][C:6]=3[O:5][C:4](=[O:15])[C:3]=2[CH:1]=[N:17]1)[CH3:23], predict the reactants needed to synthesize it. The reactants are: [CH:1]([C:3]1[C:4](=[O:15])[O:5][C:6]2[C:11]([C:12]=1Cl)=[CH:10][C:9]([CH3:14])=[CH:8][CH:7]=2)=O.[NH2:16][NH2:17].[C:18]([OH:21])(=[O:20])[CH3:19].[CH2:22](O)[CH3:23].